Predict the reactants needed to synthesize the given product. From a dataset of Full USPTO retrosynthesis dataset with 1.9M reactions from patents (1976-2016). (1) Given the product [CH2:13]([O:12][C:10](=[O:11])[CH2:9][CH:8]([C:5]1[CH:4]=[CH:3][C:2]([F:1])=[CH:7][CH:6]=1)[C:15]1[CH:20]=[CH:19][C:18]([OH:21])=[CH:17][CH:16]=1)[CH3:14], predict the reactants needed to synthesize it. The reactants are: [F:1][C:2]1[CH:7]=[CH:6][C:5]([C:8]([C:15]2[CH:20]=[CH:19][C:18]([OH:21])=[CH:17][CH:16]=2)=[CH:9][C:10]([O:12][CH2:13][CH3:14])=[O:11])=[CH:4][CH:3]=1. (2) Given the product [Cl:16][C:12]1[CH:11]=[C:10]([S:7]([N:6]2[C:2]([C:22]3[CH:27]=[CH:26][CH:25]=[CH:24][CH:23]=3)=[C:3]([CH3:21])[C:4]([C:17]([O:19][CH3:20])=[O:18])=[CH:5]2)(=[O:9])=[O:8])[CH:15]=[CH:14][CH:13]=1, predict the reactants needed to synthesize it. The reactants are: Br[C:2]1[N:6]([S:7]([C:10]2[CH:15]=[CH:14][CH:13]=[C:12]([Cl:16])[CH:11]=2)(=[O:9])=[O:8])[CH:5]=[C:4]([C:17]([O:19][CH3:20])=[O:18])[C:3]=1[CH3:21].[C:22]1(B(O)O)[CH:27]=[CH:26][CH:25]=[CH:24][CH:23]=1.C(=O)([O-])[O-].[Na+].[Na+].